From a dataset of NCI-60 drug combinations with 297,098 pairs across 59 cell lines. Regression. Given two drug SMILES strings and cell line genomic features, predict the synergy score measuring deviation from expected non-interaction effect. (1) Drug 1: CC1=C(C=C(C=C1)NC2=NC=CC(=N2)N(C)C3=CC4=NN(C(=C4C=C3)C)C)S(=O)(=O)N.Cl. Drug 2: CC1=CC2C(CCC3(C2CCC3(C(=O)C)OC(=O)C)C)C4(C1=CC(=O)CC4)C. Cell line: OVCAR-4. Synergy scores: CSS=10.3, Synergy_ZIP=0.359, Synergy_Bliss=7.69, Synergy_Loewe=7.46, Synergy_HSA=7.89. (2) Drug 1: CCN(CC)CCNC(=O)C1=C(NC(=C1C)C=C2C3=C(C=CC(=C3)F)NC2=O)C. Drug 2: CC1(CCCN1)C2=NC3=C(C=CC=C3N2)C(=O)N. Cell line: HT29. Synergy scores: CSS=54.0, Synergy_ZIP=17.9, Synergy_Bliss=18.7, Synergy_Loewe=-8.26, Synergy_HSA=15.9. (3) Drug 1: CCC1=C2CN3C(=CC4=C(C3=O)COC(=O)C4(CC)O)C2=NC5=C1C=C(C=C5)O. Drug 2: CN(CCCl)CCCl.Cl. Cell line: HS 578T. Synergy scores: CSS=0.492, Synergy_ZIP=-0.896, Synergy_Bliss=0.576, Synergy_Loewe=-0.366, Synergy_HSA=-0.0313. (4) Drug 1: CC1CCC2CC(C(=CC=CC=CC(CC(C(=O)C(C(C(=CC(C(=O)CC(OC(=O)C3CCCCN3C(=O)C(=O)C1(O2)O)C(C)CC4CCC(C(C4)OC)OCCO)C)C)O)OC)C)C)C)OC. Drug 2: C1=CC=C(C(=C1)C(C2=CC=C(C=C2)Cl)C(Cl)Cl)Cl. Cell line: SK-MEL-28. Synergy scores: CSS=5.36, Synergy_ZIP=10.5, Synergy_Bliss=15.0, Synergy_Loewe=7.56, Synergy_HSA=11.3. (5) Drug 1: COC1=C(C=C2C(=C1)N=CN=C2NC3=CC(=C(C=C3)F)Cl)OCCCN4CCOCC4. Drug 2: C1CC(=O)NC(=O)C1N2C(=O)C3=CC=CC=C3C2=O. Cell line: IGROV1. Synergy scores: CSS=53.1, Synergy_ZIP=8.92, Synergy_Bliss=8.46, Synergy_Loewe=-7.64, Synergy_HSA=8.29. (6) Synergy scores: CSS=-0.840, Synergy_ZIP=6.87, Synergy_Bliss=8.84, Synergy_Loewe=4.14, Synergy_HSA=3.34. Cell line: HL-60(TB). Drug 1: CC1=C(C=C(C=C1)NC(=O)C2=CC=C(C=C2)CN3CCN(CC3)C)NC4=NC=CC(=N4)C5=CN=CC=C5. Drug 2: C1CNP(=O)(OC1)N(CCCl)CCCl. (7) Drug 1: CN1CCC(CC1)COC2=C(C=C3C(=C2)N=CN=C3NC4=C(C=C(C=C4)Br)F)OC. Drug 2: CCCS(=O)(=O)NC1=C(C(=C(C=C1)F)C(=O)C2=CNC3=C2C=C(C=N3)C4=CC=C(C=C4)Cl)F. Cell line: ACHN. Synergy scores: CSS=33.7, Synergy_ZIP=-5.24, Synergy_Bliss=-2.30, Synergy_Loewe=-7.02, Synergy_HSA=-0.241. (8) Drug 1: C1=CC=C(C=C1)NC(=O)CCCCCCC(=O)NO. Drug 2: CC12CCC3C(C1CCC2O)C(CC4=C3C=CC(=C4)O)CCCCCCCCCS(=O)CCCC(C(F)(F)F)(F)F. Cell line: NCI-H460. Synergy scores: CSS=2.93, Synergy_ZIP=-1.39, Synergy_Bliss=-0.670, Synergy_Loewe=-4.00, Synergy_HSA=-0.270.